This data is from Reaction yield outcomes from USPTO patents with 853,638 reactions. The task is: Predict the reaction yield, written as a fraction of the theoretical maximum amount of product (1.0 means a 100% yield; for example, 0.34 means a 34% yield). (1) The reactants are [CH3:1][C:2]1[NH:3][C:4]2[CH:10]=[CH:9][CH:8]=[CH:7][C:5]=2[N:6]=1.C(N(CC)CC)C.[CH3:18][C:19]([O:22][C:23](O[C:23]([O:22][C:19]([CH3:21])([CH3:20])[CH3:18])=[O:24])=[O:24])([CH3:21])[CH3:20]. The catalyst is CN(C1C=CN=CC=1)C.C(Cl)Cl. The product is [C:23]([N:3]1[C:4]2[CH:10]=[CH:9][CH:8]=[CH:7][C:5]=2[N:6]=[C:2]1[CH3:1])([O:22][C:19]([CH3:21])([CH3:20])[CH3:18])=[O:24]. The yield is 1.00. (2) The reactants are [O:1]=[CH:2][CH:3]=[CH:4][C:5]1[CH:14]=[CH:13][C:8]([C:9]([O:11]C)=[O:10])=[CH:7][CH:6]=1.[OH-].[Na+]. The product is [O:1]=[CH:2][CH:3]=[CH:4][C:5]1[CH:14]=[CH:13][C:8]([C:9]([OH:11])=[O:10])=[CH:7][CH:6]=1. No catalyst specified. The yield is 0.924. (3) The reactants are [N+](C1C=CC(O[C:11](=[O:20])[NH:12][CH2:13][C:14]2[CH:15]=[N:16][CH:17]=[CH:18][CH:19]=2)=CC=1)([O-])=O.[NH2:21][C:22]1[N:23]([CH2:43][CH3:44])[C:24]2[C:29]([C:30](=[O:35])[C:31]=1[C:32]([NH2:34])=[O:33])=[CH:28][CH:27]=[C:26]([C:36]1[CH:41]=[CH:40][C:39]([NH2:42])=[CH:38][CH:37]=1)[CH:25]=2. The catalyst is C(O)C. The product is [NH2:21][C:22]1[N:23]([CH2:43][CH3:44])[C:24]2[C:29]([C:30](=[O:35])[C:31]=1[C:32]([NH2:34])=[O:33])=[CH:28][CH:27]=[C:26]([C:36]1[CH:37]=[CH:38][C:39]([NH:42][C:11]([NH:12][CH2:13][C:14]3[CH:15]=[N:16][CH:17]=[CH:18][CH:19]=3)=[O:20])=[CH:40][CH:41]=1)[CH:25]=2. The yield is 0.180. (4) The reactants are Br[C:2]1[CH:9]=[N:8][CH:7]=[C:6]([N:10]2[CH:22]=[CH:21][N:13]3[C:14]4[CH2:15][CH2:16][CH2:17][CH2:18][C:19]=4[CH:20]=[C:12]3[C:11]2=[O:23])[C:3]=1[CH:4]=[O:5].[CH3:24][N:25]1[CH:30]=[C:29](B2OC(C)(C)C(C)(C)O2)[CH:28]=[C:27]([NH:40][C:41]2[CH:46]=[CH:45][C:44]([N:47]3[CH2:52][CH2:51][N:50]([CH:53]4[CH2:56][O:55][CH2:54]4)[CH2:49][CH2:48]3)=[CH:43][N:42]=2)[C:26]1=[O:57].[O-]P([O-])([O-])=O.[K+].[K+].[K+].CC([O-])=O.[Na+]. The catalyst is CC#N.O.C1C=CC(P(C2C=CC=CC=2)[C-]2C=CC=C2)=CC=1.C1C=CC(P(C2C=CC=CC=2)[C-]2C=CC=C2)=CC=1.Cl[Pd]Cl.[Fe+2]. The product is [CH3:24][N:25]1[C:26](=[O:57])[C:27]([NH:40][C:41]2[CH:46]=[CH:45][C:44]([N:47]3[CH2:52][CH2:51][N:50]([CH:53]4[CH2:54][O:55][CH2:56]4)[CH2:49][CH2:48]3)=[CH:43][N:42]=2)=[CH:28][C:29]([C:2]2[CH:9]=[N:8][CH:7]=[C:6]([N:10]3[CH:22]=[CH:21][N:13]4[C:14]5[CH2:15][CH2:16][CH2:17][CH2:18][C:19]=5[CH:20]=[C:12]4[C:11]3=[O:23])[C:3]=2[CH:4]=[O:5])=[CH:30]1. The yield is 0.480.